From a dataset of Forward reaction prediction with 1.9M reactions from USPTO patents (1976-2016). Predict the product of the given reaction. Given the reactants [O:1]([CH2:8][C:9]([N:11]1[CH2:16][CH2:15][NH:14][CH2:13][CH:12]1[C:17]1[O:21][N:20]=[C:19]([C:22]2[CH:30]=[CH:29][C:25]([C:26]([NH2:28])=[O:27])=[CH:24][CH:23]=2)[N:18]=1)=[O:10])[C:2]1[CH:7]=[CH:6][CH:5]=[CH:4][CH:3]=1.[CH3:31]CN(C(C)C)C(C)C.C([O-])([O-])=O.[Na+].[Na+].CI, predict the reaction product. The product is: [CH3:31][N:14]1[CH2:15][CH2:16][N:11]([C:9](=[O:10])[CH2:8][O:1][C:2]2[CH:7]=[CH:6][CH:5]=[CH:4][CH:3]=2)[CH:12]([C:17]2[O:21][N:20]=[C:19]([C:22]3[CH:23]=[CH:24][C:25]([C:26]([NH2:28])=[O:27])=[CH:29][CH:30]=3)[N:18]=2)[CH2:13]1.